Dataset: Forward reaction prediction with 1.9M reactions from USPTO patents (1976-2016). Task: Predict the product of the given reaction. (1) Given the reactants [C:1]([C:5]1[CH:6]=[CH:7][C:8]2[N:12]=[C:11](Cl)[NH:10][C:9]=2[CH:14]=1)([CH3:4])([CH3:3])[CH3:2].Cl.[Cl:16][C:17]1[C:18]([N:23]2[CH2:28][CH2:27][NH:26][CH2:25][CH2:24]2)=NC=C[CH:22]=1.[CH:29]([N:32](CC)C(C)C)(C)[CH3:30], predict the reaction product. The product is: [C:1]([C:5]1[CH:6]=[CH:7][C:8]2[N:12]=[C:11]([N:26]3[CH2:25][CH2:24][N:23]([C:18]4[CH:30]=[CH:29][N:32]=[CH:22][C:17]=4[Cl:16])[CH2:28][CH2:27]3)[NH:10][C:9]=2[CH:14]=1)([CH3:4])([CH3:3])[CH3:2]. (2) Given the reactants [F:1][C:2]1[CH:10]=[CH:9][CH:8]=[CH:7][C:3]=1[C:4](Cl)=[O:5].[CH3:11][NH:12][O:13][CH3:14].C(N(CC)CC)C, predict the reaction product. The product is: [F:1][C:2]1[CH:10]=[CH:9][CH:8]=[CH:7][C:3]=1[C:4]([N:12]([O:13][CH3:14])[CH3:11])=[O:5].